From a dataset of Forward reaction prediction with 1.9M reactions from USPTO patents (1976-2016). Predict the product of the given reaction. (1) The product is: [Cl:1][C:2]1[CH:15]=[C:14]([F:16])[C:13]([N:17]2[C:22](=[O:23])[CH:21]=[C:20]([C:24]([F:27])([F:26])[F:25])[N:19]([CH3:28])[C:18]2=[O:29])=[CH:12][C:3]=1[O:4][C:5]1[C:6](=[O:11])[NH:7][CH:8]=[CH:9][CH:10]=1. Given the reactants [Cl:1][C:2]1[CH:15]=[C:14]([F:16])[C:13]([N:17]2[C:22](=[O:23])[CH:21]=[C:20]([C:24]([F:27])([F:26])[F:25])[N:19]([CH3:28])[C:18]2=[O:29])=[CH:12][C:3]=1[O:4][CH:5]1[CH2:10][CH:9]=[CH:8][NH:7][C:6]1=[O:11].O1CCCC1.C1(Cl)C(Cl)=C(Cl)C(=O)C(=O)C=1Cl, predict the reaction product. (2) Given the reactants [F:1][C:2]1[CH:3]=[C:4]([CH:27]=[CH:28][CH:29]=1)[CH2:5][N:6]1[C:18]2[CH2:17][CH2:16][CH:15]([NH:19][C:20](=[O:24])[CH:21]([CH3:23])[CH3:22])[CH2:14][C:13]=2[C:12]2[C:7]1=[CH:8][CH:9]=[C:10]([CH:25]=O)[CH:11]=2.Cl.[CH3:31][O:32][NH2:33], predict the reaction product. The product is: [F:1][C:2]1[CH:3]=[C:4]([CH:27]=[CH:28][CH:29]=1)[CH2:5][N:6]1[C:18]2[CH2:17][CH2:16][CH:15]([NH:19][C:20](=[O:24])[CH:21]([CH3:22])[CH3:23])[CH2:14][C:13]=2[C:12]2[C:7]1=[CH:8][CH:9]=[C:10]([CH:25]=[N:33][O:32][CH3:31])[CH:11]=2. (3) Given the reactants [C:1]([O:5][C:6]([N:8]1[CH2:13][CH2:12][N:11]([C:14]2[CH:15]=[CH:16][CH:17]=[C:18]3[C:22]=2[NH:21][CH:20]=[CH:19]3)[CH2:10][CH2:9]1)=[O:7])([CH3:4])([CH3:3])[CH3:2].[C:23](O[C:23]([O:25][C:26]([CH3:29])([CH3:28])[CH3:27])=[O:24])([O:25][C:26]([CH3:29])([CH3:28])[CH3:27])=[O:24], predict the reaction product. The product is: [C:26]([O:25][C:23]([N:21]1[C:22]2[C:18](=[CH:17][CH:16]=[CH:15][C:14]=2[N:11]2[CH2:12][CH2:13][N:8]([C:6]([O:5][C:1]([CH3:4])([CH3:2])[CH3:3])=[O:7])[CH2:9][CH2:10]2)[CH:19]=[CH:20]1)=[O:24])([CH3:29])([CH3:28])[CH3:27]. (4) Given the reactants [CH:1]1([NH:6][C:7]2[N:12]3[N:13]=[C:14]([C:23]4[CH:28]=[CH:27][C:26]([F:29])=[CH:25][CH:24]=4)[C:15]([C:16](=O)/[CH:17]=[CH:18]/N(C)C)=[C:11]3[CH:10]=[CH:9][CH:8]=2)[CH2:5][CH2:4][CH2:3][CH2:2]1.Cl.[CH:31]1([NH:36][C:37]([NH2:39])=[NH:38])[CH2:35][CH2:34][CH2:33][CH2:32]1.CC(C)([O-])C.[K+].CCOCC, predict the reaction product. The product is: [CH:1]1([NH:6][C:7]2[N:12]3[N:13]=[C:14]([C:23]4[CH:28]=[CH:27][C:26]([F:29])=[CH:25][CH:24]=4)[C:15]([C:16]4[CH:17]=[CH:18][N:39]=[C:37]([NH:36][CH:31]5[CH2:35][CH2:34][CH2:33][CH2:32]5)[N:38]=4)=[C:11]3[CH:10]=[CH:9][CH:8]=2)[CH2:2][CH2:3][CH2:4][CH2:5]1. (5) Given the reactants [NH2:1][C:2]1[CH:7]=[CH:6][C:5]([C:8]2[CH:13]=[CH:12][C:11]([C:14](=[O:26])[CH2:15][CH:16]([CH2:22][CH2:23][O:24][CH3:25])[C:17]([O:19]CC)=[O:18])=[CH:10][CH:9]=2)=[CH:4][CH:3]=1.[Cl:27][C:28]1[CH:33]=[CH:32][C:31]([CH2:34][C:35](Cl)=[O:36])=[CH:30][CH:29]=1, predict the reaction product. The product is: [Cl:27][C:28]1[CH:33]=[CH:32][C:31]([CH2:34][C:35]([NH:1][C:2]2[CH:3]=[CH:4][C:5]([C:8]3[CH:9]=[CH:10][C:11]([C:14](=[O:26])[CH2:15][CH:16]([CH2:22][CH2:23][O:24][CH3:25])[C:17]([OH:19])=[O:18])=[CH:12][CH:13]=3)=[CH:6][CH:7]=2)=[O:36])=[CH:30][CH:29]=1. (6) The product is: [F:14][CH2:15][CH2:16][CH2:17][C:18]1[CH:23]=[CH:22][C:21]2[C:24]3[N:25]=[CH:26][C:27]([CH3:33])=[CH:28][C:29]=3[NH:30][C:20]=2[CH:19]=1. Given the reactants C1C2NC3C(=CC=CC=3)C=2C=CC=1.[F:14][CH2:15][CH2:16][CH2:17][C:18]1[CH:23]=[CH:22][C:21]([C:24]2[C:29]([N+:30]([O-])=O)=[CH:28][C:27]([CH3:33])=[CH:26][N:25]=2)=[CH:20][CH:19]=1, predict the reaction product. (7) The product is: [CH3:33][N:1]1[CH2:6][CH2:5][CH:4]([CH2:7][CH2:8][O:9][C:10]2[CH:19]=[C:18]3[C:13]([C:14](=[O:28])[N:15]([CH2:20][O:21][C:22](=[O:27])[C:23]([CH3:26])([CH3:24])[CH3:25])[CH:16]=[N:17]3)=[CH:12][C:11]=2[O:29][CH3:30])[CH2:3][CH2:2]1. Given the reactants [NH:1]1[CH2:6][CH2:5][CH:4]([CH2:7][CH2:8][O:9][C:10]2[CH:19]=[C:18]3[C:13]([C:14](=[O:28])[N:15]([CH2:20][O:21][C:22](=[O:27])[C:23]([CH3:26])([CH3:25])[CH3:24])[CH:16]=[N:17]3)=[CH:12][C:11]=2[O:29][CH3:30])[CH2:3][CH2:2]1.C=O.[C:33](O)(=O)C.C(O)(=O)C.C(O)(=O)C.C(O)(=O)C.[BH4-].[Na+], predict the reaction product. (8) Given the reactants [CH:1]1([OH:7])[CH2:6][CH2:5][CH2:4][CH2:3][CH2:2]1.CN(C1C=CC=CN=1)C.C(N=C=NCCCN(C)C)C.[F:28][CH:29]([F:55])[C:30]1[CH:34]=[C:33]([CH:35]([F:37])[F:36])[N:32]([CH2:38][C:39]([N:41]2[CH2:46][CH2:45][CH:44]([C:47]3[S:48][CH:49]=[C:50]([C:52](O)=[O:53])[N:51]=3)[CH2:43][CH2:42]2)=[O:40])[N:31]=1, predict the reaction product. The product is: [F:55][CH:29]([F:28])[C:30]1[CH:34]=[C:33]([CH:35]([F:36])[F:37])[N:32]([CH2:38][C:39]([N:41]2[CH2:42][CH2:43][CH:44]([C:47]3[S:48][CH:49]=[C:50]([C:52]([O:7][CH:1]4[CH2:6][CH2:5][CH2:4][CH2:3][CH2:2]4)=[O:53])[N:51]=3)[CH2:45][CH2:46]2)=[O:40])[N:31]=1. (9) Given the reactants C(O)(C(F)(F)F)=O.[CH2:8]([O:49][CH:50]1[C@H:54]2[C@H:55](OC3CCCCO3)[N:56](C(OC(C)(C)C)=O)[C:57]3[CH:64]=[CH:63][C:62]([O:65][CH3:66])=[CH:61][C:58]=3[C:59](=[O:60])[N:53]2[CH2:52][CH2:51]1)[CH2:9][CH2:10][CH2:11][CH2:12][CH2:13][CH2:14][CH2:15][CH2:16][O:17][CH:18]1[C@H:22]2[C@H:23](OC3CCCCO3)[N:24](C(OC(C)(C)C)=O)[C:25]3[CH:32]=[CH:31][C:30]([O:33][CH3:34])=[CH:29][C:26]=3[C:27](=[O:28])[N:21]2[CH2:20][CH2:19]1.C([O-])(O)=O.[Na+], predict the reaction product. The product is: [CH2:16]([O:17][CH:18]1[C@@H:22]2[CH:23]=[N:24][C:25]3[CH:32]=[CH:31][C:30]([O:33][CH3:34])=[CH:29][C:26]=3[C:27](=[O:28])[N:21]2[CH2:20][CH2:19]1)[CH2:15][CH2:14][CH2:13][CH2:12][CH2:11][CH2:10][CH2:9][CH2:8][O:49][CH:50]1[C@@H:54]2[CH:55]=[N:56][C:57]3[CH:64]=[CH:63][C:62]([O:65][CH3:66])=[CH:61][C:58]=3[C:59](=[O:60])[N:53]2[CH2:52][CH2:51]1. (10) Given the reactants [CH3:1][O:2][C:3]1[CH:4]=[CH:5][C:6]2[NH:12][C:11](=[O:13])[N:10]([CH:14]3[CH2:19][CH2:18][N:17]([C:20]4[N:25]=[CH:24][N:23]=[C:22]([C:26]([OH:28])=O)[CH:21]=4)[CH2:16][CH2:15]3)[CH2:9][CH2:8][C:7]=2[CH:29]=1.[F:30][C:31]1[CH:39]=[C:38]2[C:34]([CH2:35][CH2:36][NH:37]2)=[CH:33][CH:32]=1.CN(C(ON1N=NC2C=CC=CC1=2)=[N+](C)C)C.[B-](F)(F)(F)F, predict the reaction product. The product is: [F:30][C:31]1[CH:39]=[C:38]2[C:34]([CH2:35][CH2:36][N:37]2[C:26]([C:22]2[N:23]=[CH:24][N:25]=[C:20]([N:17]3[CH2:18][CH2:19][CH:14]([N:10]4[CH2:9][CH2:8][C:7]5[CH:29]=[C:3]([O:2][CH3:1])[CH:4]=[CH:5][C:6]=5[NH:12][C:11]4=[O:13])[CH2:15][CH2:16]3)[CH:21]=2)=[O:28])=[CH:33][CH:32]=1.